From a dataset of Full USPTO retrosynthesis dataset with 1.9M reactions from patents (1976-2016). Predict the reactants needed to synthesize the given product. (1) Given the product [Br:1][C:2]1[CH:3]=[C:4]2[C:10]([C:23]3[CH:24]=[CH:25][CH:26]=[CH:27][C:22]=3[O:21][CH3:20])=[CH:9][N:8]([CH2:12][O:13][CH2:14][CH2:15][Si:16]([CH3:19])([CH3:18])[CH3:17])[C:5]2=[N:6][CH:7]=1, predict the reactants needed to synthesize it. The reactants are: [Br:1][C:2]1[CH:3]=[C:4]2[C:10](I)=[CH:9][N:8]([CH2:12][O:13][CH2:14][CH2:15][Si:16]([CH3:19])([CH3:18])[CH3:17])[C:5]2=[N:6][CH:7]=1.[CH3:20][O:21][C:22]1[CH:27]=[CH:26][CH:25]=[CH:24][C:23]=1B(O)O.ClCCl.C(=O)([O-])[O-].[Na+].[Na+]. (2) Given the product [OH:34]/[N:35]=[CH:2]/[C:3]([NH:16][C:17]1[CH:18]=[CH:19][C:20]([C:23]([CH3:32])([CH2:29][CH2:30][CH3:31])[C:24]([O:26][CH2:27][CH3:28])=[O:25])=[CH:21][CH:22]=1)=[O:5], predict the reactants needed to synthesize it. The reactants are: Cl[C:2](Cl)(Cl)[CH:3]([OH:5])O.[O-]S([O-])(=O)=O.[Na+].[Na+].Cl.[NH2:16][C:17]1[CH:22]=[CH:21][C:20]([C:23]([CH3:32])([CH2:29][CH2:30][CH3:31])[C:24]([O:26][CH2:27][CH3:28])=[O:25])=[CH:19][CH:18]=1.[Cl-].[OH:34][NH3+:35]. (3) The reactants are: [CH3:1][CH2:2]OCC.[Mg+2].[Br-].[Br-].[Cl:9][C:10]1[CH:34]=[CH:33][C:13]([O:14][C:15]2[CH:20]=[CH:19][C:18]([C:21](=[O:28])[CH2:22][N:23]3[CH:27]=[N:26][CH:25]=[N:24]3)=[C:17]([C:29]([F:32])([F:31])[F:30])[CH:16]=2)=[CH:12][CH:11]=1.C([Mg]Br)C. Given the product [Cl:9][C:10]1[CH:11]=[CH:12][C:13]([O:14][C:15]2[CH:20]=[CH:19][C:18]([C:21]([OH:28])([CH2:1][CH3:2])[CH2:22][N:23]3[CH:27]=[N:26][CH:25]=[N:24]3)=[C:17]([C:29]([F:32])([F:30])[F:31])[CH:16]=2)=[CH:33][CH:34]=1, predict the reactants needed to synthesize it. (4) Given the product [CH:11]1[C:19]2[N:18]3[C:20]([C@@H:23]4[C@H:27]([CH3:28])[CH2:26][C@H:25]([NH:29][S:5]([CH2:4][CH2:3][C:2]([F:10])([F:9])[F:1])(=[O:7])=[O:6])[CH2:24]4)=[CH:21][N:22]=[C:17]3[CH:16]=[N:15][C:14]=2[NH:13][CH:12]=1, predict the reactants needed to synthesize it. The reactants are: [F:1][C:2]([F:10])([F:9])[CH2:3][CH2:4][S:5](Cl)(=[O:7])=[O:6].[CH:11]1[C:19]2[N:18]3[C:20]([CH:23]4[CH:27]([CH3:28])[CH2:26][CH:25]([NH2:29])[CH2:24]4)=[CH:21][N:22]=[C:17]3[CH:16]=[N:15][C:14]=2[NH:13][CH:12]=1. (5) Given the product [O:75]=[S:72]1(=[O:76])[CH2:73][CH2:74][CH:69]([C:63]2[CH:64]=[CH:65][CH:66]=[CH:67][CH:68]=2)[CH2:70][N:71]1[C:2]1[CH:3]=[C:4]([CH:9]=[C:10]([N+:12]([O-:14])=[O:13])[CH:11]=1)[C:5]([O:7][CH3:8])=[O:6], predict the reactants needed to synthesize it. The reactants are: Br[C:2]1[CH:3]=[C:4]([CH:9]=[C:10]([N+:12]([O-:14])=[O:13])[CH:11]=1)[C:5]([O:7][CH3:8])=[O:6].C([O-])([O-])=O.[Cs+].[Cs+].CC1(C)C2C(=C(P(C3C=CC=CC=3)C3C=CC=CC=3)C=CC=2)OC2C(P(C3C=CC=CC=3)C3C=CC=CC=3)=CC=CC1=2.[C:63]1([CH:69]2[CH2:74][CH2:73][S:72](=[O:76])(=[O:75])[NH:71][CH2:70]2)[CH:68]=[CH:67][CH:66]=[CH:65][CH:64]=1.